Dataset: Full USPTO retrosynthesis dataset with 1.9M reactions from patents (1976-2016). Task: Predict the reactants needed to synthesize the given product. (1) Given the product [C:1]1([C:7]2[CH:8]=[C:9]([NH:15][C:16]3[CH:17]=[CH:18][C:19]([CH2:22][CH2:23][NH:24][CH2:25][C@H:26]([OH:46])[C:27]4[CH:36]=[CH:35][C:34]([OH:37])=[C:33]5[C:28]=4[CH:29]=[CH:30][C:31](=[O:45])[NH:32]5)=[CH:20][CH:21]=3)[CH:10]=[CH:11][C:12]=2[O:13][CH3:14])[CH:6]=[CH:5][CH:4]=[CH:3][CH:2]=1, predict the reactants needed to synthesize it. The reactants are: [C:1]1([C:7]2[CH:8]=[C:9]([NH:15][C:16]3[CH:21]=[CH:20][C:19]([CH2:22][CH2:23][NH:24][CH2:25][C@H:26]([OH:46])[C:27]4[CH:36]=[CH:35][C:34]([O:37]CC5C=CC=CC=5)=[C:33]5[C:28]=4[CH:29]=[CH:30][C:31](=[O:45])[NH:32]5)=[CH:18][CH:17]=3)[CH:10]=[CH:11][C:12]=2[O:13][CH3:14])[CH:6]=[CH:5][CH:4]=[CH:3][CH:2]=1.[H][H]. (2) The reactants are: Cl.[C:2]([N:6]1[CH2:11][CH:10]=[C:9]([C:12]2[CH:21]=[C:20]3[C:15]([CH:16]=[CH:17][C:18](=[O:30])[N:19]3[C:22]3[C:27]([Cl:28])=[CH:26][CH:25]=[CH:24][C:23]=3[Cl:29])=[C:14]([C:31]3[CH:36]=[CH:35][C:34]([F:37])=[CH:33][CH:32]=3)[CH:13]=2)[CH2:8][CH2:7]1)([CH3:5])([CH3:4])[CH3:3].C(O)(C(F)(F)F)=O. Given the product [C:2]([N:6]1[CH2:7][CH2:8][CH:9]([C:12]2[CH:21]=[C:20]3[C:15]([CH:16]=[CH:17][C:18](=[O:30])[N:19]3[C:22]3[C:23]([Cl:29])=[CH:24][CH:25]=[CH:26][C:27]=3[Cl:28])=[C:14]([C:31]3[CH:32]=[CH:33][C:34]([F:37])=[CH:35][CH:36]=3)[CH:13]=2)[CH2:10][CH2:11]1)([CH3:5])([CH3:3])[CH3:4], predict the reactants needed to synthesize it. (3) Given the product [CH3:15][C:11]1[CH:10]=[C:9]([C:4]2[O:5][C:6]([CH2:7][O:8][S:24]([CH3:23])(=[O:26])=[O:25])=[C:2]([CH3:1])[N:3]=2)[CH:14]=[CH:13][CH:12]=1, predict the reactants needed to synthesize it. The reactants are: [CH3:1][C:2]1[N:3]=[C:4]([C:9]2[CH:10]=[C:11]([CH3:15])[CH:12]=[CH:13][CH:14]=2)[O:5][C:6]=1[CH2:7][OH:8].C(N(CC)CC)C.[CH3:23][S:24](Cl)(=[O:26])=[O:25].